From a dataset of Experimentally validated miRNA-target interactions with 360,000+ pairs, plus equal number of negative samples. Binary Classification. Given a miRNA mature sequence and a target amino acid sequence, predict their likelihood of interaction. (1) The miRNA is hsa-miR-1260a with sequence AUCCCACCUCUGCCACCA. The protein sequence of the target gene is METEAIDGYITCDNELSPEREHSNMAIDLTSSTPNGQHASPSHMTSTNSVKLEMQSDEECDRKPLSREDEIRGHDEGSSLEEPLIESSEVADNRKVQELQGEGGIRLPNGKLKCDVCGMVCIGPNVLMVHKRSHTGERPFHCNQCGASFTQKGNLLRHIKLHSGEKPFKCPFCSYACRRRDALTGHLRTHSVGKPHKCNYCGRSYKQRSSLEEHKERCHNYLQNVSMEAAGQVMSHHVPPMEDCKEQEPIMDNNISLVPFERPAVIEKLTGNMGKRKSSTPQKFVGEKLMRFSYPDIHFD.... Result: 1 (interaction). (2) Result: 1 (interaction). The protein sequence of the target gene is MDALVEDDICILNHEKAHKRDTVTPVSIYSGDESVASHFALVTAYEDIKKRLKDSEKENSLLKKRIRFLEEKLIARFEEETSSVGREQVNKAYHAYREVCIDRDNLKSKLDKMNKDNSESLKVLNEQLQSKEVELLQLRTEVETQQVMRNLNPPSSNWEVEKLSCDLKIHGLEQELELMRKECSDLKIELQKAKQTDPYQEDNLKSRDLQKLSISSDNMQHAYWELKREMSNLHLVTQVQAELLRKLKTSTAIKKACAPVGCSEDLGRDSTKLHLMNFTATYTRHPPLLPNGKALCHTTS.... The miRNA is hsa-miR-28-3p with sequence CACUAGAUUGUGAGCUCCUGGA. (3) The miRNA is mmu-miR-3110-5p with sequence UUCUGCCUCCCCUGAAGGCUC. The protein sequence of the target gene is MKPTQAQMAPAMDSREMVSPAVDLVLGASACCLACVFTNPLEVVKTRLQLQGELQAPGTYPRPYRGFVSSVAAVARADGLWGLQKGLAAGLLYQGLMNGVRFYCYSLACQAGLTQQPGGTVVAGAAAGALGAFVGSPAYLVKTQLQAQTVATMAVGHQHQHQGVLSALETIWRQQGMLGLWRGVGGAVPRVTVGSAAQLATFTSAKAWVQDRQWFLEDSWLVTLAGGMISSIAVVAVMTPLDVVSTRLYNQPVDRAGRGQLYGGLADCLVKTCQQEGPLALYKGLGPAYLRLGPHTILSM.... Result: 1 (interaction). (4) The miRNA is hsa-miR-4746-5p with sequence CCGGUCCCAGGAGAACCUGCAGA. The protein sequence of the target gene is MGSGKAFLFSPSLLWSQTRGVRLIFLLLTLHLGNCVDKADDEDDEDLTMNKTWVLAPKIHEGDITQILNSLLQGYDNKLRPDIGVRPTVIETDVYVNSIGPVDPINMEYTIDIIFAQTWFDSRLKFNSTMKVLMLNSNMVGKIWIPDTFFRNSRKSDAHWITTPNRLLRIWSDGRVLYTLRLTINAECYLQLHNFPMDEHSCPLEFSSYGYPKNEIEYKWKKPSVEVADPKYWRLYQFAFVGLRNSTEISHTISGDYIIMTIFFDLSRRMGYFTIQTYIPCILTVVLSWVSFWINKDAVP.... Result: 0 (no interaction). (5) The miRNA is mmu-miR-486b-5p with sequence UCCUGUACUGAGCUGCCCCGAG. The protein sequence of the target gene is MAALLRRLLQRERPSAASGRPVGRREANLGTDAGVAVRVRFAPSPTGFLHLGGLRTALYNYIFAKKYQGSFILRLEDTDQTRVVPGAAENIEDMLEWAGIPPDESPRRGGPAGPYQQSQRLELYAQATEALLKTGAAYPCFCSPQRLELLKKEALRNHQTPRYDNRCRNMSQEQVAQKLAKDPKPAIRFRLEQVVPAFQDLVYGWNRHEVASVEGDPVIMKSDGFPTYHLACVVDDHHMGISHVLRGSEWLVSTAKHLLLYQALGWQPPHFAHLPLLLNRDGSKLSKRQGDVFLEHFAAD.... Result: 0 (no interaction). (6) The miRNA is hsa-miR-190a-5p with sequence UGAUAUGUUUGAUAUAUUAGGU. The protein sequence of the target gene is MARHRNVRGYNYDEDFEDDDLYGQSVEDDYCISPSTAAQFIYSRRDKPSVEPVEEYDYEDLKESSNSVSNHQLSGFDQARLYSCLDHMREVLGDAVPDEILIEAVLKNKFDVQKALSGVLEQDRVQSLKDKNEATVSTGKIAKGKPVDSQTSRSESEIVPKVAKMTVSGKKQTMGFEVPGVSSEENGHSFHTPQKGPPIEDAIASSDVLETASKSANPPHTIQASEEQSSTPAPVKKSGKLRQQIDVKAELEKRQGGKQLLNLVVIGHVDAGKSTLMGHMLYLLGNINKRTMHKYEQESK.... Result: 1 (interaction). (7) The miRNA is mmu-miR-139-3p with sequence UGGAGACGCGGCCCUGUUGGAG. The protein sequence of the target gene is MATTSTTGSTLLQPLSNAVQLPIDQVNFVVCQLFALLAAVWFRTYLHSSKTSSFIRHVVATLLGLYLAFFCFGWYALHFLVQSGISYCIMIIAGVESMQQCCFVFALGYLSVCQITRVYIFDYGQYSADFSGPMMIITQKITSLAYEIHDGMFRKDEELTPSQRGLAVRRMPSLLEYVSYTCNFMGILAGPLCSYKDYIAFIEGRASHVAQPSENGKDEQHGKADPSPNAAVTEKLLVCGLSLLFHLTISNMLPVEYNIDEHFQATASWPTKATYLYVSLLAARPKYYFAWTLADAINNA.... Result: 0 (no interaction). (8) Result: 1 (interaction). The protein sequence of the target gene is MASEGASIPSPVVRQIDKQFLICSICLERYKNPKVLPCLHTFCERCLQNYIPAHSLTLSCPVCRQTSILPEKGVAALQNNFFITNLMDVLQRTPGSNGEDSSILETVTAVAAGKPLSCPNHDGNVMEFYCQSCETAMCRECTEGEHAEHPTVPLKDVVEQHKASLQVQLDAVNKRLPEIDSALQFISEIIHQLTNQKASIVDDIHSTFDELQKTLNVRKSVLLMELEVNYGLKHKVLQSQLDTLLQGQESIKSCSNFTAQALNHGTETEVLLVKKQMSEKLNELADQDFPLHPRENDQLD.... The miRNA is mmu-miR-195a-5p with sequence UAGCAGCACAGAAAUAUUGGC. (9) The miRNA is rno-miR-499-5p with sequence UUAAGACUUGCAGUGAUGUUU. The protein sequence of the target gene is MLCRAACSTGRRLGPVAGAAGSRHKHSLPDLPYDYGALEPHINAQIMQLHHSKHHAAYVNNLNATEEKYHEALAKGDVTTQVALQPALKFNGGGHINHTIFWTNLSPKGGGEPKGELLEAIKRDFGSFEKFKEKLTAVSVGVQGSGWGWLGFNKEQGRLQIAACSNQDPLQGTTGLIPLLGIDVWEHAYYLQYKNVRPDYLKAIWNVINWENVTERYTACKK. Result: 0 (no interaction).